From a dataset of Reaction yield outcomes from USPTO patents with 853,638 reactions. Predict the reaction yield, written as a fraction of the theoretical maximum amount of product (1.0 means a 100% yield; for example, 0.34 means a 34% yield). (1) The reactants are [C:1]([NH:4][C:5]1[CH:10]=[CH:9][C:8]([C:11]2[C:20]3[C:15](=[CH:16][CH:17]=[C:18]([S:21][CH3:22])[CH:19]=3)[CH:14]=[N:13][N:12]=2)=[CH:7][CH:6]=1)(=[O:3])[CH3:2].[BH3-]C#N.[Na+].O.C([O-])(O)=O.[Na+]. The catalyst is C(O)(=O)C. The product is [C:1]([NH:4][C:5]1[CH:6]=[CH:7][C:8]([C:11]2[C:20]3[C:15](=[CH:16][CH:17]=[C:18]([S:21][CH3:22])[CH:19]=3)[CH2:14][NH:13][N:12]=2)=[CH:9][CH:10]=1)(=[O:3])[CH3:2]. The yield is 0.740. (2) The reactants are [NH2:1][C@@:2]([C:6]1[CH:15]=[CH:14][C:13]2[C:8](=[CH:9][CH:10]=[C:11]([O:20][CH:21]3[CH2:26][CH2:25][C:24]4([CH2:31][CH2:30][CH2:29][CH2:28][CH2:27]4)[CH2:23][CH2:22]3)[C:12]=2[C:16]([F:19])([F:18])[F:17])[CH:7]=1)([CH3:5])[CH2:3][OH:4].C(Cl)(Cl)Cl.C(=O)(O)[O-].[Na+].[C:41]([O:45][C:46](O[C:46]([O:45][C:41]([CH3:44])([CH3:43])[CH3:42])=[O:47])=[O:47])([CH3:44])([CH3:43])[CH3:42]. No catalyst specified. The product is [OH:4][CH2:3][C@:2]([NH:1][C:46](=[O:47])[O:45][C:41]([CH3:44])([CH3:43])[CH3:42])([C:6]1[CH:15]=[CH:14][C:13]2[C:8](=[CH:9][CH:10]=[C:11]([O:20][CH:21]3[CH2:26][CH2:25][C:24]4([CH2:31][CH2:30][CH2:29][CH2:28][CH2:27]4)[CH2:23][CH2:22]3)[C:12]=2[C:16]([F:18])([F:19])[F:17])[CH:7]=1)[CH3:5]. The yield is 0.720. (3) The reactants are [O:1]1[CH2:6][CH:5]=[C:4]([C:7]2[N:8]=[C:9]([CH:19]3[CH2:24][CH2:23][N:22]([C:25]([O:27][C:28]([CH3:31])([CH3:30])[CH3:29])=[O:26])[CH2:21][CH2:20]3)[N:10]([CH2:12][CH2:13][N:14]3[CH2:18][CH2:17][CH2:16][CH2:15]3)[CH:11]=2)[CH2:3][CH2:2]1. The catalyst is [Pd].C(O)C. The product is [N:14]1([CH2:13][CH2:12][N:10]2[CH:11]=[C:7]([CH:4]3[CH2:3][CH2:2][O:1][CH2:6][CH2:5]3)[N:8]=[C:9]2[CH:19]2[CH2:24][CH2:23][N:22]([C:25]([O:27][C:28]([CH3:31])([CH3:30])[CH3:29])=[O:26])[CH2:21][CH2:20]2)[CH2:18][CH2:17][CH2:16][CH2:15]1. The yield is 0.980. (4) The reactants are [CH2:1]([N:8](C)[CH2:9][CH:10]1[O:15][C:14]2[CH:16]=[C:17]([S:20]([CH3:23])(=[O:22])=[O:21])[CH:18]=[CH:19][C:13]=2[CH2:12][O:11]1)C1C=CC=CC=1. The catalyst is [Pd].CCO. The product is [CH3:1][NH:8][CH2:9][CH:10]1[O:15][C:14]2[CH:16]=[C:17]([S:20]([CH3:23])(=[O:21])=[O:22])[CH:18]=[CH:19][C:13]=2[CH2:12][O:11]1. The yield is 0.890. (5) The reactants are [NH2:1][C:2]1[C:3]2[C:10]([C:11]3[CH:16]=[CH:15][C:14]([Cl:17])=[CH:13][CH:12]=3)=[CH:9][N:8]([C:18]3[CH:19]=[C:20]([CH:23]=[CH:24][CH:25]=3)[CH:21]=O)[C:4]=2[N:5]=[CH:6][N:7]=1.[CH3:26][N:27]1[CH2:32][CH2:31][N:30]([C:33](=[O:37])[CH2:34][C:35]#[N:36])[CH2:29][CH2:28]1.N12CCCN=C1CCCCC2. The catalyst is CC(O)C. The product is [NH2:1][C:2]1[C:3]2[C:10]([C:11]3[CH:16]=[CH:15][C:14]([Cl:17])=[CH:13][CH:12]=3)=[CH:9][N:8]([C:18]3[CH:19]=[C:20](/[CH:21]=[C:34](/[C:33]([N:30]4[CH2:29][CH2:28][N:27]([CH3:26])[CH2:32][CH2:31]4)=[O:37])\[C:35]#[N:36])[CH:23]=[CH:24][CH:25]=3)[C:4]=2[N:5]=[CH:6][N:7]=1. The yield is 0.130. (6) The reactants are [CH3:1][C:2]1[CH:11]=[C:10]([N:12]2[CH2:16][CH2:15][CH2:14][CH2:13]2)[C:9]2[C:4](=[CH:5][C:6]([OH:17])=[CH:7][CH:8]=2)[N:3]=1.CC(C)([O-])C.[K+].[CH3:24][N:25]([CH3:30])[S:26](Cl)(=[O:28])=[O:27]. The catalyst is CN(C=O)C. The product is [CH3:1][C:2]1[CH:11]=[C:10]([N:12]2[CH2:16][CH2:15][CH2:14][CH2:13]2)[C:9]2[C:4](=[CH:5][C:6]([O:17][S:26](=[O:28])(=[O:27])[N:25]([CH3:30])[CH3:24])=[CH:7][CH:8]=2)[N:3]=1. The yield is 0.293. (7) The reactants are [CH3:1][N:2]1[C:11]2[C:6](=[CH:7][C:8]([C:18]#[N:19])=[C:9]([C:12]3[CH:13]=[N:14][N:15]([CH3:17])[CH:16]=3)[CH:10]=2)[N:5]([C:20]2[C:24]3[CH2:25][NH:26][CH2:27][CH2:28][C:23]=3[N:22]([CH:29]3[CH2:34][CH2:33][O:32][CH2:31][CH2:30]3)[N:21]=2)[CH2:4][CH2:3]1.C(N(CC)CC)C.[CH3:42][NH:43][C:44](N1C=CN=C1)=[O:45]. The catalyst is C(Cl)Cl. The product is [C:18]([C:8]1[CH:7]=[C:6]2[C:11]([N:2]([CH3:1])[CH2:3][CH2:4][N:5]2[C:20]2[C:24]3[CH2:25][N:26]([C:44]([NH:43][CH3:42])=[O:45])[CH2:27][CH2:28][C:23]=3[N:22]([CH:29]3[CH2:34][CH2:33][O:32][CH2:31][CH2:30]3)[N:21]=2)=[CH:10][C:9]=1[C:12]1[CH:13]=[N:14][N:15]([CH3:17])[CH:16]=1)#[N:19]. The yield is 0.400. (8) The reactants are [CH3:1][O:2][C:3]1[CH:4]=[C:5]2[C:10](=[CH:11][C:12]=1[O:13][CH2:14][CH2:15][O:16][CH3:17])[N:9]=[CH:8][NH:7][C:6]2=O.O=P(Cl)(Cl)[Cl:21]. The catalyst is C1(C)C=CC=CC=1. The product is [Cl:21][C:6]1[C:5]2[C:10](=[CH:11][C:12]([O:13][CH2:14][CH2:15][O:16][CH3:17])=[C:3]([O:2][CH3:1])[CH:4]=2)[N:9]=[CH:8][N:7]=1. The yield is 0.960. (9) The reactants are C(P1(=O)OP(CCC)(=O)OP(CCC)(=O)O1)CC.[C:19]([O:23][C:24]([N:26]1[CH2:35][CH2:34][C:33]2[C:28](=[CH:29][CH:30]=[C:31]([O:36][CH2:37][CH3:38])[CH:32]=2)[CH:27]1[C:39]([OH:41])=O)=[O:25])([CH3:22])([CH3:21])[CH3:20].[F:42][C:43]1[CH:44]=[C:45]([CH:47]=[C:48]([F:56])[C:49]=1[C:50]([CH3:55])([CH3:54])[CH2:51][O:52][CH3:53])[NH2:46].CCN(C(C)C)C(C)C. The catalyst is CN(C1C=CN=CC=1)C.C(OCC)(=O)C.O. The product is [F:42][C:43]1[CH:44]=[C:45]([NH:46][C:39]([CH:27]2[C:28]3[C:33](=[CH:32][C:31]([O:36][CH2:37][CH3:38])=[CH:30][CH:29]=3)[CH2:34][CH2:35][N:26]2[C:24]([O:23][C:19]([CH3:20])([CH3:22])[CH3:21])=[O:25])=[O:41])[CH:47]=[C:48]([F:56])[C:49]=1[C:50]([CH3:54])([CH3:55])[CH2:51][O:52][CH3:53]. The yield is 0.820.